From a dataset of Peptide-MHC class I binding affinity with 185,985 pairs from IEDB/IMGT. Regression. Given a peptide amino acid sequence and an MHC pseudo amino acid sequence, predict their binding affinity value. This is MHC class I binding data. The peptide sequence is PNMSCDDVV. The MHC is H-2-Db with pseudo-sequence H-2-Db. The binding affinity (normalized) is 0.0960.